From a dataset of Full USPTO retrosynthesis dataset with 1.9M reactions from patents (1976-2016). Predict the reactants needed to synthesize the given product. (1) Given the product [ClH:41].[C:32]1([C:35]2[CH:40]=[CH:39][CH:38]=[CH:37][CH:36]=2)[CH:31]=[CH:30][C:29]([CH2:28][O:27][C@@H:10]2[C@@H:11]([C:14]3[C:19]4[O:20][C:21]5[CH:26]=[CH:25][CH:24]=[CH:23][C:22]=5[C:18]=4[CH:17]=[CH:16][CH:15]=3)[CH2:12][CH2:13][NH:8][CH2:9]2)=[CH:34][CH:33]=1, predict the reactants needed to synthesize it. The reactants are: C(OC([N:8]1[CH2:13][CH2:12][C@H:11]([C:14]2[C:19]3[O:20][C:21]4[CH:26]=[CH:25][CH:24]=[CH:23][C:22]=4[C:18]=3[CH:17]=[CH:16][CH:15]=2)[C@@H:10]([O:27][CH2:28][C:29]2[CH:34]=[CH:33][C:32]([C:35]3[CH:40]=[CH:39][CH:38]=[CH:37][CH:36]=3)=[CH:31][CH:30]=2)[CH2:9]1)=O)(C)(C)C.[ClH:41]. (2) Given the product [N:11]1([CH2:10][C:2]2[N:3]([CH2:31][CH2:32][CH2:33][CH2:34][NH2:35])[C:4]3[CH:9]=[CH:8][CH:7]=[CH:6][C:5]=3[N:1]=2)[C@@H:23]2[C@H:14]([CH2:15][CH2:16][C:17]3[CH:18]=[CH:19][CH:20]=[N:21][C:22]=32)[CH2:13][CH2:12]1, predict the reactants needed to synthesize it. The reactants are: [NH:1]1[C:5]2[CH:6]=[CH:7][CH:8]=[CH:9][C:4]=2[N:3]=[C:2]1[CH2:10][N:11]1[C@@H:23]2[C@H:14]([CH2:15][CH2:16][C:17]3[CH:18]=[CH:19][CH:20]=[N:21][C:22]=32)[CH2:13][CH2:12]1.C(=O)([O-])[O-].[K+].[K+].Br[CH2:31][CH2:32][CH2:33][C:34]#[N:35].[I-].[K+].